From a dataset of Drug-target binding data from BindingDB using Kd measurements. Regression. Given a target protein amino acid sequence and a drug SMILES string, predict the binding affinity score between them. We predict pKd (pKd = -log10(Kd in M); higher means stronger binding). Dataset: bindingdb_kd. The drug is O=C(CCCC[C@@H]1SC[C@@H]2NC(=O)N[C@H]12)NCCCCCCOP(=O)(O)O[C@@H]1[C@H](O)[C@H](OP(=O)(O)O)[C@@H](OP(=O)(O)O)[C@H](OP(=O)(O)O)[C@H]1O. The target protein (P97696) has sequence MDEGGGGEGGSVPEDLSLEEREELLDIRRRKKELIDDIERLKYEIAEVMTEIDNLTSVEESKTTQRNKQIAMGRKKFNMDPKKGIQFLIENDLLQSSPEDVAQFLYKGEGLNKTVIGDYLGERDDFNIKVLQAFVELHEFADLNLVQALRQFLWSFRLPGEAQKIDRMMEAFASRYCLCNPGVFQSTDTCYVLSFAIIMLNTSLHNHNVRDKPTAERFITMNRGINEGGDLPEELLRNLYESIKNEPFKIPEDDGNDLTHTFFNPDREGWLLKLGGGRVKTWKRRWFILTDNCLYYFEYTTDKEPRGIIPLENLSIREVEDPRKPNCFELYNPSHKGQVIKACKTEADGRVVEGNHVVYRISAPSPEEKEEWMKSIKASISRDPFYDMLATRKRRIANKK. The pKd is 6.5.